Dataset: Full USPTO retrosynthesis dataset with 1.9M reactions from patents (1976-2016). Task: Predict the reactants needed to synthesize the given product. (1) Given the product [Cl:1][C:2]1[C:3]([F:36])=[C:4]([CH:33]=[CH:34][CH:35]=1)[CH2:5][C:6]1[CH:7]=[C:8]2[C:13](=[CH:14][C:15]=1[F:16])[N:12]([C@@H:17]([CH:24]([CH3:26])[CH3:25])[CH2:18][OH:19])[CH:11]=[C:10]([C:27]([OH:29])=[O:28])[C:9]2=[O:32], predict the reactants needed to synthesize it. The reactants are: [Cl:1][C:2]1[C:3]([F:36])=[C:4]([CH:33]=[CH:34][CH:35]=1)[CH2:5][C:6]1[CH:7]=[C:8]2[C:13](=[CH:14][C:15]=1[F:16])[N:12]([C@@H:17]([CH:24]([CH3:26])[CH3:25])[CH2:18][O:19]C(OC)=O)[CH:11]=[C:10]([C:27]([O:29]CC)=[O:28])[C:9]2=[O:32].[OH-].[Na+].Cl. (2) Given the product [Cl:1][C:2]1[CH:3]=[C:4]2[C:9](=[CH:10][CH:11]=1)[N:8]=[CH:7][CH:6]=[C:5]2[CH2:12][N:13]1[C:21]([C:22]2[N:26]([CH3:27])[CH:25]=[C:24]([C:28]#[N:29])[CH:23]=2)=[C:20]2[C:15]([N:16]([CH2:32][CH:33]3[CH2:35][CH2:34]3)[C:17](=[O:31])[NH:18][C:19]2=[S:37])=[N:14]1, predict the reactants needed to synthesize it. The reactants are: [Cl:1][C:2]1[CH:3]=[C:4]2[C:9](=[CH:10][CH:11]=1)[N:8]=[CH:7][CH:6]=[C:5]2[CH2:12][N:13]1[C:21]([C:22]2[N:26]([CH3:27])[CH:25]=[C:24]([C:28]#[N:29])[CH:23]=2)=[C:20]2[C:15]([N:16]([CH2:32][CH:33]3[CH2:35][CH2:34]3)[C:17](=[O:31])[NH:18][C:19]2=O)=[N:14]1.P12(SP3(SP(SP(S3)(S1)=S)(=S)S2)=S)=[S:37]. (3) Given the product [OH:10][CH:9]([C:11]1[CH:16]=[CH:15][CH:14]=[CH:13][CH:12]=1)[C:3]1[C:2]([OH:1])=[CH:7][CH:6]=[C:5]([CH3:8])[N:4]=1, predict the reactants needed to synthesize it. The reactants are: [OH:1][C:2]1[C:3]([CH:9]=[O:10])=[N:4][C:5]([CH3:8])=[CH:6][CH:7]=1.[C:11]1([Mg]Br)[CH:16]=[CH:15][CH:14]=[CH:13][CH:12]=1.O. (4) Given the product [CH3:10][N:11]([CH3:15])[C:12](=[O:13])[O:1][NH:2][C:3]([O:4][C:5]([CH3:8])([CH3:7])[CH3:6])=[O:9], predict the reactants needed to synthesize it. The reactants are: [OH:1][NH:2][C:3](=[O:9])[O:4][C:5]([CH3:8])([CH3:7])[CH3:6].[CH3:10][N:11]([CH3:15])[C:12](Cl)=[O:13].